This data is from Forward reaction prediction with 1.9M reactions from USPTO patents (1976-2016). The task is: Predict the product of the given reaction. (1) Given the reactants [CH2:1]([N:3]1[CH2:15][CH2:14][C:6]2[NH:7][C:8]3[CH:9]=[CH:10][CH:11]=[CH:12][C:13]=3[C:5]=2[CH2:4]1)[CH3:2].[CH3:16][C:17]1[CH:24]=[CH:23][C:20]([CH:21]=[CH2:22])=[CH:19][CH:18]=1.[H-].[Na+], predict the reaction product. The product is: [CH2:1]([N:3]1[CH2:15][CH2:14][C:6]2[N:7]([CH2:22][CH2:21][C:20]3[CH:23]=[CH:24][C:17]([CH3:16])=[CH:18][CH:19]=3)[C:8]3[CH:9]=[CH:10][CH:11]=[CH:12][C:13]=3[C:5]=2[CH2:4]1)[CH3:2]. (2) Given the reactants [Cl:1][C:2]1[S:3][C:4]([Cl:10])=[CH:5][C:6]=1[C:7](O)=[O:8].C(Cl)(=O)C([Cl:14])=O, predict the reaction product. The product is: [Cl:1][C:2]1[S:3][C:4]([Cl:10])=[CH:5][C:6]=1[C:7]([Cl:14])=[O:8]. (3) Given the reactants [CH3:1][O:2][C:3]1[CH:9]=[CH:8][C:6]([NH2:7])=[C:5]([C:10]2[O:11][CH:12]=[CH:13][N:14]=2)[CH:4]=1.Cl[C:16]([O:18][C:19]1[CH:24]=[CH:23][CH:22]=[CH:21][CH:20]=1)=[O:17].N1C=CC=CC=1, predict the reaction product. The product is: [CH3:1][O:2][C:3]1[CH:9]=[CH:8][C:6]([NH:7][C:16](=[O:17])[O:18][C:19]2[CH:24]=[CH:23][CH:22]=[CH:21][CH:20]=2)=[C:5]([C:10]2[O:11][CH:12]=[CH:13][N:14]=2)[CH:4]=1. (4) Given the reactants [Si:1]([O:8][C@@H:9]1[CH2:13][CH2:12][N:11]([C@@H:14]([C:37]2[CH:42]=[CH:41][C:40]([Cl:43])=[CH:39][C:38]=2[F:44])[C:15]2[S:19][C:18]([NH:20][C:21]([C:23]3([C:26]4[CH:36]=[CH:35][C:29]5[O:30][C:31]([F:34])([F:33])[O:32][C:28]=5[CH:27]=4)[CH2:25][CH2:24]3)=[O:22])=[N:17][CH:16]=2)[CH2:10]1)([C:4]([CH3:7])([CH3:6])[CH3:5])([CH3:3])[CH3:2].O1C2C=CC(C3(C(NC4SC([C@@H](N5CC[C@@H](O[Si](C(C)(C)C)(C)C)C5)C5C=CC(F)=CC=5Cl)=CN=4)=O)CC3)=CC=2OC1.N[C@@H](C1C=CC(Cl)=CC=1F)C1SC(NC(C2(C3C=CC4OC(F)(F)OC=4C=3)CC2)=O)=NC=1.[Si](O[C@@H](CCl)CC=O)(C(C)(C)C)(C)C, predict the reaction product. The product is: [Si:1]([O:8][C@@H:9]1[CH2:13][CH2:12][N:11]([C@H:14]([C:37]2[CH:42]=[CH:41][C:40]([Cl:43])=[CH:39][C:38]=2[F:44])[C:15]2[S:19][C:18]([NH:20][C:21]([C:23]3([C:26]4[CH:36]=[CH:35][C:29]5[O:30][C:31]([F:34])([F:33])[O:32][C:28]=5[CH:27]=4)[CH2:24][CH2:25]3)=[O:22])=[N:17][CH:16]=2)[CH2:10]1)([C:4]([CH3:6])([CH3:7])[CH3:5])([CH3:3])[CH3:2]. (5) Given the reactants [F:1][C:2]([F:15])([F:14])[C:3]1[C:12]2[C:7](=[C:8]([NH2:13])[CH:9]=[CH:10][CH:11]=2)[N:6]=[CH:5][CH:4]=1.[Cl:16][C:17]1[CH:22]=[CH:21][C:20]([S:23](Cl)(=[O:25])=[O:24])=[C:19]([N+:27]([O-:29])=[O:28])[CH:18]=1.N1C=CC=CC=1, predict the reaction product. The product is: [Cl:16][C:17]1[CH:22]=[CH:21][C:20]([S:23]([NH:13][C:8]2[CH:9]=[CH:10][CH:11]=[C:12]3[C:7]=2[N:6]=[CH:5][CH:4]=[C:3]3[C:2]([F:1])([F:14])[F:15])(=[O:25])=[O:24])=[C:19]([N+:27]([O-:29])=[O:28])[CH:18]=1. (6) Given the reactants CP(C)C.O1CCCC1.[N:10]([CH2:13][CH2:14][O:15][C:16]([C@:18]1([F:38])[C@@H:23]2[C@H:19]1[CH2:20][C@@H:21]([O:28][CH2:29][C:30]1[CH:35]=[CH:34][C:33]([Cl:36])=[C:32]([Cl:37])[CH:31]=1)[C@@:22]2([NH2:27])[C:24]([OH:26])=[O:25])=[O:17])=[N+]=[N-], predict the reaction product. The product is: [NH2:10][CH2:13][CH2:14][O:15][C:16]([C@:18]1([F:38])[C@@H:23]2[C@H:19]1[CH2:20][C@@H:21]([O:28][CH2:29][C:30]1[CH:35]=[CH:34][C:33]([Cl:36])=[C:32]([Cl:37])[CH:31]=1)[C@@:22]2([NH2:27])[C:24]([OH:26])=[O:25])=[O:17]. (7) Given the reactants [N-:1]=[N+:2]=[N-:3].[Na+].[CH3:5][O:6][C:7]1[CH:48]=[CH:47][C:10]([CH2:11][N:12]([CH2:38][C:39]2[CH:44]=[CH:43][C:42]([O:45][CH3:46])=[CH:41][CH:40]=2)[C:13]2[N:18]=[C:17]([C:19]3[C:20]([NH:28][C:29]4[CH:30]=[N:31][C:32]([O:35][CH3:36])=[CH:33][CH:34]=4)=[N:21][CH:22]=[C:23]([C:25]([CH3:27])=[CH2:26])[CH:24]=3)[N:16]=[C:15]([CH3:37])[N:14]=2)=[CH:9][CH:8]=1.FC(F)(F)C(O)=O.[OH-].[Na+], predict the reaction product. The product is: [N:1]([C:25]([C:23]1[CH:24]=[C:19]([C:17]2[N:16]=[C:15]([CH3:37])[N:14]=[C:13]([N:12]([CH2:11][C:10]3[CH:9]=[CH:8][C:7]([O:6][CH3:5])=[CH:48][CH:47]=3)[CH2:38][C:39]3[CH:44]=[CH:43][C:42]([O:45][CH3:46])=[CH:41][CH:40]=3)[N:18]=2)[C:20]([NH:28][C:29]2[CH:30]=[N:31][C:32]([O:35][CH3:36])=[CH:33][CH:34]=2)=[N:21][CH:22]=1)([CH3:27])[CH3:26])=[N+:2]=[N-:3]. (8) Given the reactants FC(F)(F)S(O[C:7]1[C:12]([CH:13]=[O:14])=[CH:11][CH:10]=[C:9]([O:15][CH2:16][C:17]([C:33]#[N:34])([NH:19][C:20](=[O:32])[C:21]2[CH:26]=[CH:25][C:24]([O:27][C:28]([F:31])([F:30])[F:29])=[CH:23][CH:22]=2)[CH3:18])[C:8]=1[CH2:35][CH2:36][CH3:37])(=O)=O.[B:40]1(B2OC(C)(C)C(C)(C)O2)OC(C)(C)C(C)(C)[O:41]1.C(O[K])(C)=O, predict the reaction product. The product is: [C:33]([C:17]([NH:19][C:20](=[O:32])[C:21]1[CH:26]=[CH:25][C:24]([O:27][C:28]([F:31])([F:29])[F:30])=[CH:23][CH:22]=1)([CH3:18])[CH2:16][O:15][C:9]1[CH:10]=[CH:11][C:12]2[CH2:13][O:14][B:40]([OH:41])[C:7]=2[C:8]=1[CH2:35][CH2:36][CH3:37])#[N:34]. (9) The product is: [CH3:1][O:2][C:3](=[O:28])[C:4]1[C:9]([CH:10]=[O:33])=[CH:8][C:7]([F:18])=[C:6]([F:19])[C:5]=1[NH:20][C:21]1[CH:26]=[CH:25][CH:24]=[CH:23][C:22]=1[Cl:27]. Given the reactants [CH3:1][O:2][C:3](=[O:28])[C:4]1[C:9]([CH:10]=CC2C=CC=CC=2)=[CH:8][C:7]([F:18])=[C:6]([F:19])[C:5]=1[NH:20][C:21]1[CH:26]=[CH:25][CH:24]=[CH:23][C:22]=1[Cl:27].CC([OH:33])(C)C.C[N+]1([O-])CCOCC1.I([O-])(=O)(=O)=O.[Na+], predict the reaction product. (10) Given the reactants [Br:1][C:2]1[CH:3]=[C:4]([N+:9]([O-:11])=[O:10])[C:5](Cl)=[N:6][CH:7]=1.[CH3:12][NH:13][CH3:14], predict the reaction product. The product is: [Br:1][C:2]1[CH:3]=[C:4]([N+:9]([O-:11])=[O:10])[C:5]([N:13]([CH3:14])[CH3:12])=[N:6][CH:7]=1.